This data is from Catalyst prediction with 721,799 reactions and 888 catalyst types from USPTO. The task is: Predict which catalyst facilitates the given reaction. (1) Reactant: [F:1][C:2]1[CH:7]=[CH:6][C:5](/[C:8](=[N:20]/O)/[CH:9]2[CH2:12][N:11]([C:13]([O:15][C:16]([CH3:19])([CH3:18])[CH3:17])=[O:14])[CH2:10]2)=[CH:4][CH:3]=1.[H][H]. Product: [NH2:20][CH:8]([C:5]1[CH:4]=[CH:3][C:2]([F:1])=[CH:7][CH:6]=1)[CH:9]1[CH2:12][N:11]([C:13]([O:15][C:16]([CH3:19])([CH3:18])[CH3:17])=[O:14])[CH2:10]1. The catalyst class is: 19. (2) Product: [CH3:36][O:18][C:17](=[O:19])[CH:16]([C:20]1[CH:21]=[CH:22][C:23]([O:26][Si:27]([C:30]([CH3:33])([CH3:32])[CH3:31])([CH3:29])[CH3:28])=[CH:24][CH:25]=1)[NH:15][S:12]([C:9]1[CH:10]=[CH:11][C:6]([O:5][CH2:1][C:2]#[C:3][CH3:4])=[CH:7][CH:8]=1)(=[O:14])=[O:13]. Reactant: [CH2:1]([O:5][C:6]1[CH:11]=[CH:10][C:9]([S:12]([NH:15][CH:16]([C:20]2[CH:25]=[CH:24][C:23]([OH:26])=[CH:22][CH:21]=2)[C:17]([O-:19])=[O:18])(=[O:14])=[O:13])=[CH:8][CH:7]=1)[C:2]#[C:3][CH3:4].[Si:27](Cl)([C:30]([CH3:33])([CH3:32])[CH3:31])([CH3:29])[CH3:28].N1C=CN=[CH:36]1. The catalyst class is: 28. (3) Reactant: [NH2:1][C:2]1[CH:3]=[C:4]([CH:9]=[CH:10][C:11]=1[NH2:12])[C:5]([O:7][CH3:8])=[O:6].[CH3:13][C:14]1[CH:21]=[C:20]([OH:22])[CH:19]=[C:18]([CH3:23])[C:15]=1[CH:16]=O. Product: [CH3:8][O:7][C:5]([C:4]1[CH:9]=[CH:10][C:11]2[N:12]=[C:16]([C:15]3[C:14]([CH3:13])=[CH:21][C:20]([OH:22])=[CH:19][C:18]=3[CH3:23])[NH:1][C:2]=2[CH:3]=1)=[O:6]. The catalyst class is: 58. (4) Reactant: [OH-].[Li+].[Cl:3][C:4]1[CH:9]=[CH:8][CH:7]=[C:6]([Cl:10])[C:5]=1[N:11]1[CH:39]=[CH:38][C:14]2[N:15]=[C:16]([NH:19][C:20]3[CH:25]=[CH:24][C:23]([N:26]4[CH2:31][CH2:30][N:29]([CH2:32][C:33]([O:35]CC)=[O:34])[CH2:28][CH2:27]4)=[CH:22][CH:21]=3)[N:17]=[CH:18][C:13]=2[C:12]1=[O:40].O.Cl. Product: [Cl:10][C:6]1[CH:7]=[CH:8][CH:9]=[C:4]([Cl:3])[C:5]=1[N:11]1[CH:39]=[CH:38][C:14]2[N:15]=[C:16]([NH:19][C:20]3[CH:21]=[CH:22][C:23]([N:26]4[CH2:27][CH2:28][N:29]([CH2:32][C:33]([OH:35])=[O:34])[CH2:30][CH2:31]4)=[CH:24][CH:25]=3)[N:17]=[CH:18][C:13]=2[C:12]1=[O:40]. The catalyst class is: 5. (5) Product: [OH:4][C:5]1[CH:13]=[CH:12][C:11]([I:14])=[C:10]2[C:6]=1[CH2:7][N:8]([C:16]([CH3:24])([C:18]1[CH:19]=[CH:20][CH:21]=[CH:22][CH:23]=1)[CH3:17])[C:9]2=[O:15].[CH3:1][O:2][CH2:3][O:4][C:5]1[CH:13]=[CH:12][C:11]([I:14])=[C:10]2[C:6]=1[CH2:7][N:8]([C:16]([CH3:24])([C:18]1[CH:23]=[CH:22][CH:21]=[CH:20][CH:19]=1)[CH3:17])[C:9]2=[O:15]. The catalyst class is: 463. Reactant: [CH3:1][O:2][CH2:3][O:4][C:5]1[CH:13]=[CH:12][C:11]([I:14])=[C:10]2[C:6]=1[CH:7](O)[N:8]([C:16]([CH3:24])([C:18]1[CH:23]=[CH:22][CH:21]=[CH:20][CH:19]=1)[CH3:17])[C:9]2=[O:15].FC(F)(F)C(O)=O.C([SiH](CC)CC)C. (6) Reactant: B([C:4]1[CH:15]=[CH:14][C:7]([CH2:8][C@@H:9]([C:11]([OH:13])=[O:12])[NH2:10])=[CH:6][CH:5]=1)(O)O.Br[C:17]1[C:18](=[O:26])[N:19]([CH3:25])[N:20]=[CH:21][C:22]=1[O:23][CH3:24].C(=O)([O-])[O-].[Na+].[Na+].Cl. Product: [NH2:10][C@@H:9]([CH2:8][C:7]1[CH:14]=[CH:15][C:4]([C:17]2[C:18](=[O:26])[N:19]([CH3:25])[N:20]=[CH:21][C:22]=2[O:23][CH3:24])=[CH:5][CH:6]=1)[C:11]([OH:13])=[O:12]. The catalyst class is: 881. (7) Reactant: [C:1]([NH:5][C:6]1[N:14]=[CH:13][CH:12]=[CH:11][C:7]=1[C:8]([OH:10])=O)([CH3:4])([CH3:3])[CH3:2].CCN=C=NCCCN(C)C.C1C=CC2N(O)N=NC=2C=1.CCN(C(C)C)C(C)C.[CH3:45][C:46]([NH2:50])([C:48]#[CH:49])[CH3:47]. Product: [C:1]([NH:5][C:6]1[N:14]=[CH:13][CH:12]=[CH:11][C:7]=1[C:8]([NH:50][C:46]([CH3:47])([C:48]#[CH:49])[CH3:45])=[O:10])([CH3:2])([CH3:3])[CH3:4]. The catalyst class is: 2.